Predict the reaction yield, written as a fraction of the theoretical maximum amount of product (1.0 means a 100% yield; for example, 0.34 means a 34% yield). From a dataset of Reaction yield outcomes from USPTO patents with 853,638 reactions. The reactants are [Br:1][C:2]1[CH:3]=[CH:4][C:5]([F:25])=[C:6]([CH:8]([C:10]2[CH:15]=[C:14]([CH:16]([CH3:18])[CH3:17])[CH:13]=[C:12]([CH:19]([CH3:21])[CH3:20])[C:11]=2[O:22][CH2:23][CH3:24])[OH:9])[CH:7]=1.[Cr](Cl)([O-])(=O)=O.[NH+]1C=CC=CC=1. The catalyst is ClCCl.CCOCC. The product is [Br:1][C:2]1[CH:3]=[CH:4][C:5]([F:25])=[C:6]([C:8]([C:10]2[CH:15]=[C:14]([CH:16]([CH3:17])[CH3:18])[CH:13]=[C:12]([CH:19]([CH3:20])[CH3:21])[C:11]=2[O:22][CH2:23][CH3:24])=[O:9])[CH:7]=1. The yield is 0.940.